Dataset: Forward reaction prediction with 1.9M reactions from USPTO patents (1976-2016). Task: Predict the product of the given reaction. (1) The product is: [Cl:1][C:2]1[C:7]([C:8]([C:10]2[C:11]([CH:16]=[CH2:17])=[N:12][CH:13]=[CH:14][CH:15]=2)=[O:9])=[CH:6][C:5]([Cl:18])=[CH:4][N:3]=1. Given the reactants [Cl:1][C:2]1[C:7]([CH:8]([C:10]2[C:11]([CH:16]=[CH2:17])=[N:12][CH:13]=[CH:14][CH:15]=2)[OH:9])=[CH:6][C:5]([Cl:18])=[CH:4][N:3]=1.C([O-])(O)=O.[Na+].CC(OI1(OC(C)=O)(OC(C)=O)OC(=O)C2C=CC=CC1=2)=O.[O-]S([O-])(=S)=O.[Na+].[Na+], predict the reaction product. (2) Given the reactants [N:1]1([C:8]2[N:13]=[CH:12][C:11]([NH:14][C:15]([C:17]3[N:18]=[C:19]([C:26]4[CH:31]=[CH:30][CH:29]=[CH:28][CH:27]=4)[O:20][C:21]=3[C:22]([F:25])([F:24])[F:23])=[O:16])=[CH:10][CH:9]=2)[CH2:7][CH2:6][CH2:5][NH:4][CH2:3][CH2:2]1.[F:32][C:33]1[CH:38]=[CH:37][CH:36]=[CH:35][C:34]=1[N:39]=[C:40]=[O:41], predict the reaction product. The product is: [F:32][C:33]1[CH:38]=[CH:37][CH:36]=[CH:35][C:34]=1[NH:39][C:40]([N:4]1[CH2:5][CH2:6][CH2:7][N:1]([C:8]2[N:13]=[CH:12][C:11]([NH:14][C:15]([C:17]3[N:18]=[C:19]([C:26]4[CH:31]=[CH:30][CH:29]=[CH:28][CH:27]=4)[O:20][C:21]=3[C:22]([F:23])([F:25])[F:24])=[O:16])=[CH:10][CH:9]=2)[CH2:2][CH2:3]1)=[O:41]. (3) The product is: [Cl:1][C:2]1[CH:10]=[C:9]2[C:5]([CH2:6][CH2:7][N:8]2[C:11]2[C:16]3[NH:17][C:19]([OH:25])=[CH:18][C:15]=3[N:14]=[CH:13][N:12]=2)=[CH:4][CH:3]=1. Given the reactants [Cl:1][C:2]1[CH:10]=[C:9]2[C:5]([CH2:6][CH2:7][N:8]2[C:11]2[C:16]([NH2:17])=[C:15]([C:18](=O)[CH2:19]C)[N:14]=[CH:13][N:12]=2)=[CH:4][CH:3]=1.Cl.C([OH:25])C, predict the reaction product.